This data is from NCI-60 drug combinations with 297,098 pairs across 59 cell lines. The task is: Regression. Given two drug SMILES strings and cell line genomic features, predict the synergy score measuring deviation from expected non-interaction effect. (1) Drug 1: C1CCC(CC1)NC(=O)N(CCCl)N=O. Drug 2: CNC(=O)C1=NC=CC(=C1)OC2=CC=C(C=C2)NC(=O)NC3=CC(=C(C=C3)Cl)C(F)(F)F. Cell line: HOP-62. Synergy scores: CSS=32.1, Synergy_ZIP=2.95, Synergy_Bliss=8.38, Synergy_Loewe=-5.07, Synergy_HSA=7.53. (2) Drug 1: CC1CCC2CC(C(=CC=CC=CC(CC(C(=O)C(C(C(=CC(C(=O)CC(OC(=O)C3CCCCN3C(=O)C(=O)C1(O2)O)C(C)CC4CCC(C(C4)OC)O)C)C)O)OC)C)C)C)OC. Drug 2: C1=CC=C(C(=C1)C(C2=CC=C(C=C2)Cl)C(Cl)Cl)Cl. Cell line: NCI/ADR-RES. Synergy scores: CSS=4.32, Synergy_ZIP=-2.60, Synergy_Bliss=-1.51, Synergy_Loewe=1.69, Synergy_HSA=-1.11. (3) Drug 1: CC1=CC2C(CCC3(C2CCC3(C(=O)C)OC(=O)C)C)C4(C1=CC(=O)CC4)C. Drug 2: CCC(=C(C1=CC=CC=C1)C2=CC=C(C=C2)OCCN(C)C)C3=CC=CC=C3.C(C(=O)O)C(CC(=O)O)(C(=O)O)O. Cell line: ACHN. Synergy scores: CSS=0.927, Synergy_ZIP=-0.0206, Synergy_Bliss=-0.219, Synergy_Loewe=-1.26, Synergy_HSA=-1.35. (4) Drug 1: CC12CCC(CC1=CCC3C2CCC4(C3CC=C4C5=CN=CC=C5)C)O. Drug 2: CC1C(C(CC(O1)OC2CC(OC(C2O)C)OC3=CC4=CC5=C(C(=O)C(C(C5)C(C(=O)C(C(C)O)O)OC)OC6CC(C(C(O6)C)O)OC7CC(C(C(O7)C)O)OC8CC(C(C(O8)C)O)(C)O)C(=C4C(=C3C)O)O)O)O. Cell line: SW-620. Synergy scores: CSS=10.2, Synergy_ZIP=-0.505, Synergy_Bliss=7.29, Synergy_Loewe=6.30, Synergy_HSA=5.69. (5) Drug 1: CS(=O)(=O)C1=CC(=C(C=C1)C(=O)NC2=CC(=C(C=C2)Cl)C3=CC=CC=N3)Cl. Drug 2: COC1=C2C(=CC3=C1OC=C3)C=CC(=O)O2. Cell line: SK-MEL-28. Synergy scores: CSS=-6.68, Synergy_ZIP=5.03, Synergy_Bliss=6.70, Synergy_Loewe=-0.467, Synergy_HSA=-0.598. (6) Drug 1: CC1C(C(CC(O1)OC2CC(CC3=C2C(=C4C(=C3O)C(=O)C5=C(C4=O)C(=CC=C5)OC)O)(C(=O)C)O)N)O.Cl. Drug 2: CCN(CC)CCCC(C)NC1=C2C=C(C=CC2=NC3=C1C=CC(=C3)Cl)OC. Cell line: SF-268. Synergy scores: CSS=35.9, Synergy_ZIP=-0.585, Synergy_Bliss=3.68, Synergy_Loewe=-11.8, Synergy_HSA=2.83. (7) Drug 1: CN(C)N=NC1=C(NC=N1)C(=O)N. Drug 2: CNC(=O)C1=NC=CC(=C1)OC2=CC=C(C=C2)NC(=O)NC3=CC(=C(C=C3)Cl)C(F)(F)F. Cell line: SN12C. Synergy scores: CSS=16.2, Synergy_ZIP=-4.33, Synergy_Bliss=0.881, Synergy_Loewe=-38.8, Synergy_HSA=-0.303.